This data is from Full USPTO retrosynthesis dataset with 1.9M reactions from patents (1976-2016). The task is: Predict the reactants needed to synthesize the given product. (1) Given the product [C:12]([C:6]1[C:7]([N+:9]([O-:11])=[O:10])=[CH:8][C:3]([OH:2])=[C:4]([C:16]([CH3:20])([CH3:17])[C:21]([OH:26])=[O:25])[CH:5]=1)([CH3:13])([CH3:14])[CH3:15], predict the reactants needed to synthesize it. The reactants are: C(=O)(OC)[O:2][C:3]1[CH:8]=[C:7]([N+:9]([O-:11])=[O:10])[C:6]([C:12]([CH3:15])([CH3:14])[CH3:13])=[CH:5][C:4]=1[C:16]([CH3:21])([CH3:20])[C:17](N)=O.[OH2:25].[OH-:26].[Na+]. (2) Given the product [Cl:1][CH2:2][C:3]1[N:13]([CH2:12][CH:9]2[CH2:8][CH2:7][O:6][CH2:11][CH2:10]2)[C:14]2[C:23]3[CH:22]=[CH:21][CH:20]=[CH:19][C:18]=3[N:17]=[CH:16][C:15]=2[N:24]=1, predict the reactants needed to synthesize it. The reactants are: [Cl:1][CH2:2][C:3](Cl)=O.[O:6]1[CH2:11][CH2:10][CH:9]([CH2:12][NH:13][C:14]2[C:23]3[C:18](=[CH:19][CH:20]=[CH:21][CH:22]=3)[N:17]=[CH:16][C:15]=2[NH2:24])[CH2:8][CH2:7]1. (3) Given the product [CH2:39]([O:38][C:36]([NH:1][C:2]1[N:34]=[C:5]2[N:6]([C:24]3[CH:29]=[CH:28][CH:27]=[C:26]([C:30]([F:31])([F:33])[F:32])[CH:25]=3)[C:7]([CH3:23])=[C:8]([C:18]([O:20][CH2:21][CH3:22])=[O:19])[CH:9]([C:10]3[CH:15]=[CH:14][C:13]([C:16]#[N:17])=[CH:12][CH:11]=3)[N:4]2[N:3]=1)=[O:37])[C:40]1[CH:45]=[CH:44][CH:43]=[CH:42][CH:41]=1, predict the reactants needed to synthesize it. The reactants are: [NH2:1][C:2]1[N:34]=[C:5]2[N:6]([C:24]3[CH:29]=[CH:28][CH:27]=[C:26]([C:30]([F:33])([F:32])[F:31])[CH:25]=3)[C:7]([CH3:23])=[C:8]([C:18]([O:20][CH2:21][CH3:22])=[O:19])[CH:9]([C:10]3[CH:15]=[CH:14][C:13]([C:16]#[N:17])=[CH:12][CH:11]=3)[N:4]2[N:3]=1.Cl[C:36]([O:38][CH2:39][C:40]1[CH:45]=[CH:44][CH:43]=[CH:42][CH:41]=1)=[O:37].